Dataset: NCI-60 drug combinations with 297,098 pairs across 59 cell lines. Task: Regression. Given two drug SMILES strings and cell line genomic features, predict the synergy score measuring deviation from expected non-interaction effect. (1) Drug 1: CC1=C(C=C(C=C1)C(=O)NC2=CC(=CC(=C2)C(F)(F)F)N3C=C(N=C3)C)NC4=NC=CC(=N4)C5=CN=CC=C5. Drug 2: CC1C(C(CC(O1)OC2CC(CC3=C2C(=C4C(=C3O)C(=O)C5=CC=CC=C5C4=O)O)(C(=O)C)O)N)O. Cell line: NCI-H522. Synergy scores: CSS=31.8, Synergy_ZIP=-0.490, Synergy_Bliss=-1.97, Synergy_Loewe=-37.5, Synergy_HSA=-4.18. (2) Drug 1: C1=CC(=CC=C1CCCC(=O)O)N(CCCl)CCCl. Drug 2: CCCS(=O)(=O)NC1=C(C(=C(C=C1)F)C(=O)C2=CNC3=C2C=C(C=N3)C4=CC=C(C=C4)Cl)F. Cell line: TK-10. Synergy scores: CSS=3.35, Synergy_ZIP=-5.38, Synergy_Bliss=-9.26, Synergy_Loewe=-7.90, Synergy_HSA=-7.69. (3) Drug 1: CCC1(C2=C(COC1=O)C(=O)N3CC4=CC5=C(C=CC(=C5CN(C)C)O)N=C4C3=C2)O.Cl. Drug 2: C1C(C(OC1N2C=NC(=NC2=O)N)CO)O. Cell line: EKVX. Synergy scores: CSS=5.91, Synergy_ZIP=-1.35, Synergy_Bliss=2.43, Synergy_Loewe=-0.791, Synergy_HSA=1.53.